This data is from Forward reaction prediction with 1.9M reactions from USPTO patents (1976-2016). The task is: Predict the product of the given reaction. (1) Given the reactants [C:1](Cl)([C:3](Cl)=[O:4])=O.CS(C)=O.Cl[CH:12]([OH:17])[C:13]([CH3:16])([CH3:15])[CH3:14].CC1C=CC(S(O)(=O)=O)=[CH:23][CH:24]=1.[Cl:29]CCl, predict the reaction product. The product is: [Cl:29][CH2:14][C:13]([CH3:16])([CH3:15])[CH:12]([O:17][CH2:23][CH3:24])[O:4][CH2:3][CH3:1]. (2) Given the reactants C[O:2][C:3](=[O:18])[CH:4]([C:10]1[CH:15]=[CH:14][C:13]([O:16]C)=[CH:12][CH:11]=1)[CH2:5][C:6]([O:8]C)=[O:7], predict the reaction product. The product is: [OH:16][C:13]1[CH:14]=[CH:15][C:10]([CH:4]([CH2:5][C:6]([OH:8])=[O:7])[C:3]([OH:18])=[O:2])=[CH:11][CH:12]=1. (3) Given the reactants [Si:1]([O:8][CH2:9][C:10]1[N:11]=[C:12]([N:15]2[CH2:20][CH2:19][O:18][CH2:17][CH2:16]2)[S:13][CH:14]=1)([C:4]([CH3:7])([CH3:6])[CH3:5])([CH3:3])[CH3:2].[Li]CCCC.[CH3:26][C:27]([CH3:29])=[O:28], predict the reaction product. The product is: [Si:1]([O:8][CH2:9][C:10]1[N:11]=[C:12]([N:15]2[CH2:16][CH2:17][O:18][CH2:19][CH2:20]2)[S:13][C:14]=1[C:27]([OH:28])([CH3:29])[CH3:26])([C:4]([CH3:5])([CH3:6])[CH3:7])([CH3:3])[CH3:2]. (4) Given the reactants [CH2:1]([O:3][P:4]([C:9]1[C:18]2[C:13](=[CH:14][CH:15]=[CH:16][CH:17]=2)[C:12]([N:19]2[CH2:23][CH2:22][CH2:21][CH2:20]2)=[CH:11][CH:10]=1)(=[O:8])[O:5]CC)[CH3:2], predict the reaction product. The product is: [CH2:1]([O:3][P:4]([C:9]1[C:18]2[C:13](=[CH:14][CH:15]=[CH:16][CH:17]=2)[C:12]([N:19]2[CH2:23][CH2:22][CH2:21][CH2:20]2)=[CH:11][CH:10]=1)(=[O:5])[OH:8])[CH3:2]. (5) Given the reactants CCO.[Cl:4][C:5]1[CH:6]=[C:7]([C:11](=O)[CH3:12])[CH:8]=[CH:9][CH:10]=1.Cl.[Br:15][C:16]1[CH:21]=[CH:20][C:19]([NH:22][NH2:23])=[CH:18][CH:17]=1.C([O-])(O)=O.[Na+], predict the reaction product. The product is: [Br:15][C:16]1[CH:21]=[CH:20][C:19]([NH:22]/[N:23]=[C:11](/[C:7]2[CH:8]=[CH:9][CH:10]=[C:5]([Cl:4])[CH:6]=2)\[CH3:12])=[CH:18][CH:17]=1.